This data is from Reaction yield outcomes from USPTO patents with 853,638 reactions. The task is: Predict the reaction yield, written as a fraction of the theoretical maximum amount of product (1.0 means a 100% yield; for example, 0.34 means a 34% yield). The reactants are [CH2:1]([NH:3][C:4]([NH:6][C:7]1[CH:12]=[CH:11][C:10]([C:13]2[N:14]=[C:15]([N:24]3[CH2:29][CH2:28][O:27][CH2:26][CH2:25]3)[C:16]3[CH2:22][CH2:21][N:20]([CH3:23])[CH2:19][C:17]=3[N:18]=2)=[CH:9][CH:8]=1)=[O:5])[CH3:2].[OH:30][CH:31]1[CH2:36][CH2:35]C(=O)[CH2:33][CH2:32]1.[BH-](OC(C)=O)(OC(C)=O)OC(C)=O.[Na+]. The catalyst is ClCCCl.CN(C=O)C. The product is [CH2:1]([NH:3][C:4]([NH:6][C:7]1[CH:8]=[CH:9][C:10]([C:13]2[N:14]=[C:15]([N:24]3[CH2:29][CH2:28][O:27][CH2:26][CH2:25]3)[C:16]3[CH2:22][CH2:21][N:20]([CH:23]4[CH2:35][CH2:36][CH:31]([OH:30])[CH2:32][CH2:33]4)[CH2:19][C:17]=3[N:18]=2)=[CH:11][CH:12]=1)=[O:5])[CH3:2].[CH2:1]([NH:3][C:4]([NH:6][C:7]1[CH:8]=[CH:9][C:10]([C:13]2[N:14]=[C:15]([N:24]3[CH2:29][CH2:28][O:27][CH2:26][CH2:25]3)[C:16]3[CH2:22][CH2:21][N:20]([CH3:23])[CH2:19][C:17]=3[N:18]=2)=[CH:11][CH:12]=1)=[O:5])[CH3:2]. The yield is 0.220.